Dataset: Forward reaction prediction with 1.9M reactions from USPTO patents (1976-2016). Task: Predict the product of the given reaction. (1) Given the reactants [NH2:1][C:2]1[C:7]([O:8][CH2:9][C:10]2([C:13]3[CH:18]=[CH:17][CH:16]=[CH:15][CH:14]=3)[CH2:12][CH2:11]2)=[CH:6][CH:5]=[CH:4][N:3]=1.Cl[CH:20]([C:26]([CH3:28])=O)[C:21]([O:23][CH2:24][CH3:25])=[O:22], predict the reaction product. The product is: [CH3:28][C:26]1[N:1]=[C:2]2[C:7]([O:8][CH2:9][C:10]3([C:13]4[CH:14]=[CH:15][CH:16]=[CH:17][CH:18]=4)[CH2:12][CH2:11]3)=[CH:6][CH:5]=[CH:4][N:3]2[C:20]=1[C:21]([O:23][CH2:24][CH3:25])=[O:22]. (2) The product is: [C:19]([CH2:20][CH2:21][C:10]([C:7]1[CH:6]=[CH:5][C:4]([N+:1]([O-:3])=[O:2])=[CH:9][N:8]=1)([C:15]([O:17][CH3:18])=[O:16])[C:11]([O:13][CH3:14])=[O:12])#[N:22]. Given the reactants [N+:1]([C:4]1[CH:5]=[CH:6][C:7]([CH:10]([C:15]([O:17][CH3:18])=[O:16])[C:11]([O:13][CH3:14])=[O:12])=[N:8][CH:9]=1)([O-:3])=[O:2].[C:19](#[N:22])[CH:20]=[CH2:21].CO[Na], predict the reaction product. (3) Given the reactants Br[CH2:2][C:3]([C:5]1[CH:10]=[CH:9][C:8]([F:11])=[CH:7][CH:6]=1)=O.[C:12]([NH2:15])(=[S:14])[CH3:13], predict the reaction product. The product is: [F:11][C:8]1[CH:9]=[CH:10][C:5]([C:3]2[N:15]=[C:12]([CH3:13])[S:14][CH:2]=2)=[CH:6][CH:7]=1. (4) The product is: [CH:1]1([C:4]2[N:8]=[C:7]([C:9]3[C:10]4[CH2:29][CH2:28][CH2:27][CH2:26][CH2:25][C:11]=4[S:12][C:13]=3[NH:14][C:15]([CH:17]3[CH2:21][CH2:20][CH2:30][CH2:19][CH:18]3[C:22]([OH:24])=[O:23])=[O:16])[O:6][N:5]=2)[CH2:3][CH2:2]1. Given the reactants [CH:1]1([C:4]2[N:8]=[C:7]([C:9]3[C:10]4[CH2:29][CH2:28][CH2:27][CH2:26][CH2:25][C:11]=4[S:12][C:13]=3[NH:14][C:15]([C:17]3[CH2:21][CH2:20][CH2:19][C:18]=3[C:22]([OH:24])=[O:23])=[O:16])[O:6][N:5]=2)[CH2:3][CH2:2]1.[C@@H:30]12C(=O)OC(=O)[C@@H]1CCCC2, predict the reaction product. (5) The product is: [Cl:1][C:2]1[CH:3]=[C:4]([CH:7]=[C:8]([O:10][C:11]2[C:16](=[O:17])[N:15]([CH2:18][C:19]3[C:20]([O:26][CH3:27])=[N:21][C:22]([C:40]4[CH:45]=[CH:44][N:43]=[C:42]5[NH:46][CH:47]=[CH:48][C:41]=45)=[N:23][CH:24]=3)[CH:14]=[N:13][C:12]=2[C:28]([F:31])([F:30])[F:29])[CH:9]=1)[C:5]#[N:6]. Given the reactants [Cl:1][C:2]1[CH:3]=[C:4]([CH:7]=[C:8]([O:10][C:11]2[C:16](=[O:17])[N:15]([CH2:18][C:19]3[C:20]([O:26][CH3:27])=[N:21][C:22](Cl)=[N:23][CH:24]=3)[CH:14]=[N:13][C:12]=2[C:28]([F:31])([F:30])[F:29])[CH:9]=1)[C:5]#[N:6].CC1(C)C(C)(C)OB([C:40]2[CH:45]=[CH:44][N:43]=[C:42]3[NH:46][CH:47]=[CH:48][C:41]=23)O1.C(=O)([O-])[O-].[K+].[K+].O, predict the reaction product. (6) Given the reactants [Br:1][C:2]1[CH:33]=[CH:32][C:31]([O:34][CH3:35])=[CH:30][C:3]=1[NH:4][C:5]1[C:14]2[C:9](=[CH:10][CH:11]=[CH:12][C:13]=2[O:15][CH2:16][CH:17]2[CH2:22][CH2:21][N:20]([C:23](OC(C)(C)C)=O)[CH2:19][CH2:18]2)[N:8]=[CH:7][N:6]=1.C=O, predict the reaction product. The product is: [Br:1][C:2]1[CH:33]=[CH:32][C:31]([O:34][CH3:35])=[CH:30][C:3]=1[NH:4][C:5]1[C:14]2[C:9](=[CH:10][CH:11]=[CH:12][C:13]=2[O:15][CH2:16][CH:17]2[CH2:22][CH2:21][N:20]([CH3:23])[CH2:19][CH2:18]2)[N:8]=[CH:7][N:6]=1.